This data is from NCI-60 drug combinations with 297,098 pairs across 59 cell lines. The task is: Regression. Given two drug SMILES strings and cell line genomic features, predict the synergy score measuring deviation from expected non-interaction effect. (1) Drug 1: C1=NC2=C(N=C(N=C2N1C3C(C(C(O3)CO)O)O)F)N. Drug 2: CC1=C(C(CCC1)(C)C)C=CC(=CC=CC(=CC(=O)O)C)C. Cell line: HT29. Synergy scores: CSS=10.2, Synergy_ZIP=5.18, Synergy_Bliss=2.01, Synergy_Loewe=0.715, Synergy_HSA=2.37. (2) Drug 1: CC1=C(C=C(C=C1)NC2=NC=CC(=N2)N(C)C3=CC4=NN(C(=C4C=C3)C)C)S(=O)(=O)N.Cl. Drug 2: COC1=CC(=CC(=C1O)OC)C2C3C(COC3=O)C(C4=CC5=C(C=C24)OCO5)OC6C(C(C7C(O6)COC(O7)C8=CC=CS8)O)O. Cell line: DU-145. Synergy scores: CSS=25.8, Synergy_ZIP=-1.28, Synergy_Bliss=-4.46, Synergy_Loewe=-40.9, Synergy_HSA=-5.48. (3) Drug 1: CC12CCC3C(C1CCC2NC(=O)OCC(F)(F)F)CCC4C3(C=CC(=O)N4C)C. Drug 2: CCN(CC)CCNC(=O)C1=C(NC(=C1C)C=C2C3=C(C=CC(=C3)F)NC2=O)C. Cell line: NCI-H460. Synergy scores: CSS=19.9, Synergy_ZIP=-1.90, Synergy_Bliss=0.405, Synergy_Loewe=2.84, Synergy_HSA=4.91. (4) Drug 1: CC1=C(C=C(C=C1)NC2=NC=CC(=N2)N(C)C3=CC4=NN(C(=C4C=C3)C)C)S(=O)(=O)N.Cl. Drug 2: COC1=NC(=NC2=C1N=CN2C3C(C(C(O3)CO)O)O)N. Cell line: SK-MEL-2. Synergy scores: CSS=2.49, Synergy_ZIP=5.39, Synergy_Bliss=9.00, Synergy_Loewe=3.89, Synergy_HSA=3.87. (5) Cell line: U251. Drug 2: C1CNP(=O)(OC1)N(CCCl)CCCl. Synergy scores: CSS=36.8, Synergy_ZIP=0.465, Synergy_Bliss=0.0130, Synergy_Loewe=-2.81, Synergy_HSA=-2.16. Drug 1: CC1C(C(CC(O1)OC2CC(OC(C2O)C)OC3=CC4=CC5=C(C(=O)C(C(C5)C(C(=O)C(C(C)O)O)OC)OC6CC(C(C(O6)C)O)OC7CC(C(C(O7)C)O)OC8CC(C(C(O8)C)O)(C)O)C(=C4C(=C3C)O)O)O)O. (6) Drug 1: CC1C(C(=O)NC(C(=O)N2CCCC2C(=O)N(CC(=O)N(C(C(=O)O1)C(C)C)C)C)C(C)C)NC(=O)C3=C4C(=C(C=C3)C)OC5=C(C(=O)C(=C(C5=N4)C(=O)NC6C(OC(=O)C(N(C(=O)CN(C(=O)C7CCCN7C(=O)C(NC6=O)C(C)C)C)C)C(C)C)C)N)C. Drug 2: CC(C)NC(=O)C1=CC=C(C=C1)CNNC.Cl. Cell line: SNB-19. Synergy scores: CSS=19.9, Synergy_ZIP=0.206, Synergy_Bliss=6.41, Synergy_Loewe=-20.9, Synergy_HSA=3.06. (7) Drug 1: CC1=C(C=C(C=C1)NC2=NC=CC(=N2)N(C)C3=CC4=NN(C(=C4C=C3)C)C)S(=O)(=O)N.Cl. Drug 2: CC1=C(C(=CC=C1)Cl)NC(=O)C2=CN=C(S2)NC3=CC(=NC(=N3)C)N4CCN(CC4)CCO. Cell line: UACC-257. Synergy scores: CSS=3.35, Synergy_ZIP=-0.833, Synergy_Bliss=-3.40, Synergy_Loewe=-7.88, Synergy_HSA=-3.97. (8) Drug 1: C1CCC(C1)C(CC#N)N2C=C(C=N2)C3=C4C=CNC4=NC=N3. Drug 2: CC1=C(C=C(C=C1)NC2=NC=CC(=N2)N(C)C3=CC4=NN(C(=C4C=C3)C)C)S(=O)(=O)N.Cl. Cell line: SW-620. Synergy scores: CSS=6.55, Synergy_ZIP=7.43, Synergy_Bliss=9.42, Synergy_Loewe=-5.21, Synergy_HSA=-1.29. (9) Drug 1: CC1=C(C=C(C=C1)NC(=O)C2=CC=C(C=C2)CN3CCN(CC3)C)NC4=NC=CC(=N4)C5=CN=CC=C5. Drug 2: CC1=C(C=C(C=C1)C(=O)NC2=CC(=CC(=C2)C(F)(F)F)N3C=C(N=C3)C)NC4=NC=CC(=N4)C5=CN=CC=C5. Cell line: HOP-62. Synergy scores: CSS=24.2, Synergy_ZIP=3.96, Synergy_Bliss=8.26, Synergy_Loewe=8.84, Synergy_HSA=9.39.